Dataset: Full USPTO retrosynthesis dataset with 1.9M reactions from patents (1976-2016). Task: Predict the reactants needed to synthesize the given product. (1) Given the product [C:11]([O:15][C:16]([N:18]1[CH2:23][CH2:22][CH2:21][C@@H:20]([NH:24][C:2]2[CH:7]=[CH:6][CH:5]=[CH:4][C:3]=2[N+:8]([O-:10])=[O:9])[CH2:19]1)=[O:17])([CH3:14])([CH3:12])[CH3:13], predict the reactants needed to synthesize it. The reactants are: F[C:2]1[CH:7]=[CH:6][CH:5]=[CH:4][C:3]=1[N+:8]([O-:10])=[O:9].[C:11]([O:15][C:16]([N:18]1[CH2:23][CH2:22][CH2:21][C@@H:20]([NH2:24])[CH2:19]1)=[O:17])([CH3:14])([CH3:13])[CH3:12].C(=O)([O-])[O-].[K+].[K+]. (2) Given the product [CH3:32][N:33]1[CH:37]=[CH:36][C:35]([NH:38][C:18](=[O:19])[C:17]2[CH:16]=[C:15]([O:14][CH2:7][C:8]3[CH:9]=[CH:10][CH:11]=[CH:12][CH:13]=3)[CH:23]=[C:22]([O:24][CH2:25][C:26]3[CH:27]=[CH:28][CH:29]=[CH:30][CH:31]=3)[CH:21]=2)=[N:34]1, predict the reactants needed to synthesize it. The reactants are: C(Cl)(=O)C(Cl)=O.[CH2:7]([O:14][C:15]1[CH:16]=[C:17]([CH:21]=[C:22]([O:24][CH2:25][C:26]2[CH:31]=[CH:30][CH:29]=[CH:28][CH:27]=2)[CH:23]=1)[C:18](O)=[O:19])[C:8]1[CH:13]=[CH:12][CH:11]=[CH:10][CH:9]=1.[CH3:32][N:33]1[CH:37]=[CH:36][C:35]([NH2:38])=[N:34]1. (3) Given the product [CH2:28]([N:31]([C:33]([CH3:37])([CH3:36])[C:34]#[C:35][C:16]1[CH:15]=[CH:14][C:13]2[C:9]([C:6]3[CH:7]=[CH:8][C:3]([C:2]([F:27])([F:26])[F:1])=[CH:4][CH:5]=3)=[N:10][S:11][C:12]=2[CH:17]=1)[CH3:32])[CH:29]=[CH2:30], predict the reactants needed to synthesize it. The reactants are: [F:1][C:2]([F:27])([F:26])[C:3]1[CH:8]=[CH:7][C:6]([C:9]2[C:13]3[CH:14]=[CH:15][C:16](OS(C(F)(F)F)(=O)=O)=[CH:17][C:12]=3[S:11][N:10]=2)=[CH:5][CH:4]=1.[CH2:28]([N:31]([C:33]([CH3:37])([CH3:36])[C:34]#[CH:35])[CH3:32])[CH:29]=[CH2:30]. (4) Given the product [CH3:15][O:16][C:17]1[CH:18]=[C:19]([C:2]2[C:7]3[O:8][C:9]([C:11]([OH:13])=[O:12])=[CH:10][C:6]=3[C:5](=[O:14])[NH:4][N:3]=2)[CH:20]=[CH:21][C:22]=1[O:23][CH3:24], predict the reactants needed to synthesize it. The reactants are: Cl[C:2]1[C:7]2[O:8][C:9]([C:11]([OH:13])=[O:12])=[CH:10][C:6]=2[C:5](=[O:14])[NH:4][N:3]=1.[CH3:15][O:16][C:17]1[CH:18]=[C:19](B(O)O)[CH:20]=[CH:21][C:22]=1[O:23][CH3:24].C(=O)([O-])[O-].[Na+].[Na+]. (5) Given the product [CH3:2][N:3]([CH3:4])[C:7]([C:9]1[C:14]([F:15])=[CH:13][C:12]([O:16][C:17]2[C:22]3[CH2:23][C:24]([CH3:27])([CH3:26])[O:25][C:21]=3[CH:20]=[C:19]([C:28](=[O:36])[NH:29][C:30]3[CH:34]=[CH:33][N:32]([CH3:35])[N:31]=3)[CH:18]=2)=[CH:11][N:10]=1)=[O:8], predict the reactants needed to synthesize it. The reactants are: Cl.[CH3:2][NH:3][CH3:4].CO[C:7]([C:9]1[C:14]([F:15])=[CH:13][C:12]([O:16][C:17]2[C:22]3[CH2:23][C:24]([CH3:27])([CH3:26])[O:25][C:21]=3[CH:20]=[C:19]([C:28](=[O:36])[NH:29][C:30]3[CH:34]=[CH:33][N:32]([CH3:35])[N:31]=3)[CH:18]=2)=[CH:11][N:10]=1)=[O:8].